From a dataset of Full USPTO retrosynthesis dataset with 1.9M reactions from patents (1976-2016). Predict the reactants needed to synthesize the given product. (1) Given the product [ClH:49].[ClH:49].[ClH:49].[NH2:7][C:8]1([C:12]2[CH:17]=[CH:16][C:15]([N:18]3[C:22]4=[N:23][C:24]([C:27]5[CH:32]=[CH:31][CH:30]=[C:29]([N:33]6[CH2:34][CH:35]7[O:40][CH:38]([CH2:37][CH2:36]7)[CH2:39]6)[CH:28]=5)=[CH:25][CH:26]=[C:21]4[N:20]=[C:19]3[C:41]3[C:42]([NH2:47])=[N:43][CH:44]=[CH:45][CH:46]=3)=[CH:14][CH:13]=2)[CH2:9][CH2:10][CH2:11]1, predict the reactants needed to synthesize it. The reactants are: C(OC(=O)[NH:7][C:8]1([C:12]2[CH:17]=[CH:16][C:15]([N:18]3[C:22]4=[N:23][C:24]([C:27]5[CH:32]=[CH:31][CH:30]=[C:29]([N:33]6[CH2:39][CH:38]7[O:40][CH:35]([CH2:36][CH2:37]7)[CH2:34]6)[CH:28]=5)=[CH:25][CH:26]=[C:21]4[N:20]=[C:19]3[C:41]3[C:42]([NH2:47])=[N:43][CH:44]=[CH:45][CH:46]=3)=[CH:14][CH:13]=2)[CH2:11][CH2:10][CH2:9]1)(C)(C)C.[ClH:49].O1CCOCC1. (2) Given the product [Cl:3][C:4]1[CH:23]=[C:22]([Cl:24])[CH:21]=[CH:20][C:5]=1[CH2:6][N:7]1[C:11]2[CH:12]=[C:13]([CH2:17][O:18][C:26]3[N:34]=[CH:33][CH:32]=[CH:31][C:27]=3[C:28]([OH:30])=[O:29])[CH:14]=[C:15]([CH3:16])[C:10]=2[N:9]=[C:8]1[CH3:19], predict the reactants needed to synthesize it. The reactants are: [H-].[Na+].[Cl:3][C:4]1[CH:23]=[C:22]([Cl:24])[CH:21]=[CH:20][C:5]=1[CH2:6][N:7]1[C:11]2[CH:12]=[C:13]([CH2:17][OH:18])[CH:14]=[C:15]([CH3:16])[C:10]=2[N:9]=[C:8]1[CH3:19].Cl[C:26]1[N:34]=[CH:33][CH:32]=[CH:31][C:27]=1[C:28]([OH:30])=[O:29]. (3) Given the product [N:1]1([C:6]2([CH:9]=[O:10])[CH2:8][CH2:7]2)[CH:5]=[CH:4][N:3]=[CH:2]1, predict the reactants needed to synthesize it. The reactants are: [N:1]1([C:6]2([CH2:9][OH:10])[CH2:8][CH2:7]2)[CH:5]=[CH:4][N:3]=[CH:2]1.I(C1C=CC=CC=1C(O)=O)(=O)=O. (4) Given the product [NH2:1][C:2]1[N:3]=[C:4]([O:19][S:34]([C:37]([F:40])([F:39])[F:38])(=[O:36])=[O:35])[C:5]([C:17]#[N:18])=[C:6]([S:8][CH2:9][CH2:10][C:11]2[CH:16]=[CH:15][CH:14]=[CH:13][N:12]=2)[N:7]=1, predict the reactants needed to synthesize it. The reactants are: [NH2:1][C:2]1[NH:3][C:4](=[O:19])[C:5]([C:17]#[N:18])=[C:6]([S:8][CH2:9][CH2:10][C:11]2[CH:16]=[CH:15][CH:14]=[CH:13][N:12]=2)[N:7]=1.C(C1C=CC=C(C(C)(C)C)N=1)(C)(C)C.[S:34](O[S:34]([C:37]([F:40])([F:39])[F:38])(=[O:36])=[O:35])([C:37]([F:40])([F:39])[F:38])(=[O:36])=[O:35]. (5) Given the product [Cl:1][C:2]1[CH:3]=[C:4]([CH2:5][OH:6])[CH:10]=[C:11]([O:14][CH3:15])[C:12]=1[I:13], predict the reactants needed to synthesize it. The reactants are: [Cl:1][C:2]1[CH:3]=[C:4]([CH:10]=[C:11]([O:14][CH3:15])[C:12]=1[I:13])[C:5](OCC)=[O:6].C1(C)C=CC=CC=1.[H-].C([Al+]CC(C)C)C(C)C.[C@H](O)(C([O-])=O)[C@@H](O)C([O-])=O.[Na+].[K+]. (6) The reactants are: C(OC([NH:8][C@@:9]1([C:32]([O:34]C(C)(C)C)=[O:33])[C@H:14]([CH2:15][S:16][C:17]2[CH:22]=[CH:21][C:20]([CH3:23])=[CH:19][CH:18]=2)[C@@H:13]([OH:24])[C@@H:12]2[C@H:10]1[C@H:11]2[C:25]([O:27]C(C)(C)C)=[O:26])=O)(C)(C)C.O.C(O)(=O)C. Given the product [NH2:8][C@@:9]1([C:32]([OH:34])=[O:33])[C@H:14]([CH2:15][S:16][C:17]2[CH:18]=[CH:19][C:20]([CH3:23])=[CH:21][CH:22]=2)[C@@H:13]([OH:24])[C@@H:12]2[C@H:10]1[C@H:11]2[C:25]([OH:27])=[O:26], predict the reactants needed to synthesize it. (7) Given the product [Br:20][C:19]1[C:14]([N:11]2[CH2:10][CH2:9][NH:8][CH2:13][CH2:12]2)=[C:15]2[N:23]=[C:22]([C:24]3[CH:29]=[CH:28][C:27]([N:30]([CH3:32])[CH3:31])=[CH:26][CH:25]=3)[NH:21][C:16]2=[N:17][CH:18]=1, predict the reactants needed to synthesize it. The reactants are: C(OC([N:8]1[CH2:13][CH2:12][N:11]([C:14]2[C:19]([Br:20])=[CH:18][N:17]=[C:16]3[NH:21][C:22]([C:24]4[CH:29]=[CH:28][C:27]([N:30]([CH3:32])[CH3:31])=[CH:26][CH:25]=4)=[N:23][C:15]=23)[CH2:10][CH2:9]1)=O)(C)(C)C.C(O)(C(F)(F)F)=O. (8) Given the product [F:21][C:12]1[C:11]([O:10][CH2:9][C:7]2[S:8][C:4]([CH2:1][CH2:2][CH3:3])=[C:5]([C:22]3[CH:27]=[CH:26][C:25]([O:28][CH3:29])=[CH:24][CH:23]=3)[N:6]=2)=[CH:19][CH:18]=[C:17]([F:20])[C:13]=1[C:14]([NH2:16])=[O:15], predict the reactants needed to synthesize it. The reactants are: [CH2:1]([C:4]1[S:8][C:7]([CH2:9][O:10][C:11]2[C:12]([F:21])=[C:13]([C:17]([F:20])=[CH:18][CH:19]=2)[C:14]([NH2:16])=[O:15])=[N:6][C:5]=1[C:22]1[CH:27]=[CH:26][C:25]([O:28][CH3:29])=[CH:24][CH:23]=1)[CH:2]=[CH2:3]. (9) Given the product [Br:1][C:2]1[CH:7]=[C:6]([S:8]([CH2:11][CH3:12])(=[O:10])=[O:9])[CH:5]=[CH:4][C:3]=1[NH:22][C@@H:20]([C:14]1[CH:19]=[CH:18][CH:17]=[CH:16][CH:15]=1)[CH3:21], predict the reactants needed to synthesize it. The reactants are: [Br:1][C:2]1[CH:7]=[C:6]([S:8]([CH2:11][CH3:12])(=[O:10])=[O:9])[CH:5]=[CH:4][C:3]=1F.[C:14]1([C@H:20]([NH2:22])[CH3:21])[CH:19]=[CH:18][CH:17]=[CH:16][CH:15]=1.C(N(C(C)C)C(C)C)C.